Predict the reactants needed to synthesize the given product. From a dataset of Retrosynthesis with 50K atom-mapped reactions and 10 reaction types from USPTO. (1) Given the product CC(C)(C)OC(=O)N[C@H](c1ccc(C(F)(F)F)cc1)[C@H](CO[Si](C)(C)C(C)(C)C)OS(C)(=O)=O, predict the reactants needed to synthesize it. The reactants are: CC(C)(C)OC(=O)N[C@H](c1ccc(C(F)(F)F)cc1)[C@@H](O)CO[Si](C)(C)C(C)(C)C.CS(=O)(=O)Cl. (2) Given the product Oc1ccc2c3c1CCCN3CCCC2, predict the reactants needed to synthesize it. The reactants are: COc1ccc2c3c1CCCN3CCCC2. (3) Given the product CC(CN[C@@H]1CCCC[C@H]1N)Cc1ccc(C(C)(C)C)cc1, predict the reactants needed to synthesize it. The reactants are: CC(CCl)Cc1ccc(C(C)(C)C)cc1.N[C@@H]1CCCC[C@H]1N.